Dataset: Forward reaction prediction with 1.9M reactions from USPTO patents (1976-2016). Task: Predict the product of the given reaction. (1) Given the reactants Cl[C:2]1[C:7]2[CH2:8][N:9]([CH:12]([C:14]3[CH:19]=[N:18][C:17]([O:20][CH2:21][C:22]([F:25])([F:24])[F:23])=[C:16]([CH3:26])[N:15]=3)[CH3:13])[C:10](=[O:11])[C:6]=2[CH:5]=[CH:4][N:3]=1.[CH:27]([O:29][C:30]1[CH:35]=[CH:34][CH:33]=[CH:32][CH:31]=1)=[O:28], predict the reaction product. The product is: [CH3:26][C:16]1[N:15]=[C:14]([CH:12]([N:9]2[C:10](=[O:11])[C:6]3[CH:5]=[CH:4][N:3]=[C:2]([C:27]([O:29][C:30]4[CH:35]=[CH:34][CH:33]=[CH:32][CH:31]=4)=[O:28])[C:7]=3[CH2:8]2)[CH3:13])[CH:19]=[N:18][C:17]=1[O:20][CH2:21][C:22]([F:25])([F:24])[F:23]. (2) Given the reactants [N+:1]([C:4]1[C:5]([NH2:14])=[N:6][CH:7]=[C:8]([C:10]([F:13])([F:12])[F:11])[CH:9]=1)([O-])=O.O.O.[Sn](Cl)Cl.CN(C=O)C.C([O-])(O)=O.[Na+], predict the reaction product. The product is: [F:13][C:10]([F:11])([F:12])[C:8]1[CH:9]=[C:4]([NH2:1])[C:5]([NH2:14])=[N:6][CH:7]=1. (3) The product is: [CH:28]([NH:27][C:10]1[C:9]([C:7]([NH:2][NH2:3])=[O:6])=[CH:14][N:13]=[C:12]([C:15]2[CH:20]=[CH:19][CH:18]=[C:17]([C:21]3[CH:22]=[N:23][N:24]([CH3:26])[CH:25]=3)[CH:16]=2)[N:11]=1)([CH3:30])[CH3:29]. Given the reactants O.[NH2:2][NH2:3].C([O:6][C:7]([C:9]1[C:10]([NH:27][CH:28]([CH3:30])[CH3:29])=[N:11][C:12]([C:15]2[CH:20]=[CH:19][CH:18]=[C:17]([C:21]3[CH:22]=[N:23][N:24]([CH3:26])[CH:25]=3)[CH:16]=2)=[N:13][CH:14]=1)=O)C, predict the reaction product. (4) Given the reactants [NH2:1][C:2]1[CH:3]=[C:4]([NH:9][C:10]2[N:14]([CH3:15])[C:13]3[CH:16]=[CH:17][C:18]([O:20][C:21]4[CH:26]=[CH:25][N:24]=[C:23]([C:27]([NH:29][CH3:30])=[O:28])[CH:22]=4)=[CH:19][C:12]=3[N:11]=2)[CH:5]=[CH:6][C:7]=1[Cl:8].Br[CH2:32][CH2:33][CH2:34][CH2:35][C:36](Cl)=[O:37].P([O-])([O-])([O-])=O.[Na+].[Na+].[Na+].C[Si]([N-][Si](C)(C)C)(C)C.[K+], predict the reaction product. The product is: [Cl:8][C:7]1[CH:6]=[CH:5][C:4]([NH:9][C:10]2[N:14]([CH3:15])[C:13]3[CH:16]=[CH:17][C:18]([O:20][C:21]4[CH:26]=[CH:25][N:24]=[C:23]([C:27]([NH:29][CH3:30])=[O:28])[CH:22]=4)=[CH:19][C:12]=3[N:11]=2)=[CH:3][C:2]=1[N:1]1[CH2:32][CH2:33][CH2:34][CH2:35][C:36]1=[O:37]. (5) Given the reactants Cl[C:2]1[CH:11]=[C:10]([CH2:12][CH3:13])[C:9]2[C:4](=[CH:5][CH:6]=[C:7]([N+:14]([O-:16])=[O:15])[CH:8]=2)[N:3]=1.[CH3:17][NH:18][CH3:19].CO, predict the reaction product. The product is: [CH2:12]([C:10]1[C:9]2[C:4](=[CH:5][CH:6]=[C:7]([N+:14]([O-:16])=[O:15])[CH:8]=2)[N:3]=[C:2]([N:18]([CH3:19])[CH3:17])[CH:11]=1)[CH3:13]. (6) Given the reactants [Br:1][C:2]1[CH:7]=[C:6]([F:8])[C:5]([F:9])=[CH:4][C:3]=1[CH2:10][OH:11].C(N(CC)CC)C.CS(C)=O.N1C=CC=CC=1.S(=O)(=O)=O, predict the reaction product. The product is: [Br:1][C:2]1[CH:7]=[C:6]([F:8])[C:5]([F:9])=[CH:4][C:3]=1[CH:10]=[O:11].